From a dataset of Forward reaction prediction with 1.9M reactions from USPTO patents (1976-2016). Predict the product of the given reaction. (1) Given the reactants C[O:2][C:3]([C:5]1[N:6]=[CH:7][C:8]2[C:9](=[O:27])[N:10]([CH2:16][C:17]3[CH:22]=[CH:21][C:20]([O:23][CH3:24])=[CH:19][C:18]=3[O:25][CH3:26])[CH:11]=[CH:12][C:13]=2[C:14]=1[OH:15])=O.[CH2:28]([NH2:36])[CH2:29][C:30]1[CH:35]=[CH:34][CH:33]=[CH:32][CH:31]=1.CC(O)=O.O, predict the reaction product. The product is: [CH2:28]([NH:36][C:3]([C:5]1[N:6]=[CH:7][C:8]2[C:9](=[O:27])[N:10]([CH2:16][C:17]3[CH:22]=[CH:21][C:20]([O:23][CH3:24])=[CH:19][C:18]=3[O:25][CH3:26])[CH:11]=[CH:12][C:13]=2[C:14]=1[OH:15])=[O:2])[CH2:29][C:30]1[CH:35]=[CH:34][CH:33]=[CH:32][CH:31]=1. (2) Given the reactants Br[C:2]1C2C=NC(C(OCC)=O)=CC=2N(CCCOC)C=1.[CH2:21]([C:23]1[C:27]2[CH:28]=[N:29][C:30]([C:32](N(OC)C)=[O:33])=[CH:31][C:26]=2[N:25]([CH2:38][CH2:39][CH2:40][O:41][CH3:42])[CH:24]=1)[CH3:22].[Cs].C[Mg]Br, predict the reaction product. The product is: [CH2:21]([C:23]1[C:27]2[CH:28]=[N:29][C:30]([C:32](=[O:33])[CH3:2])=[CH:31][C:26]=2[N:25]([CH2:38][CH2:39][CH2:40][O:41][CH3:42])[CH:24]=1)[CH3:22].